From a dataset of Catalyst prediction with 721,799 reactions and 888 catalyst types from USPTO. Predict which catalyst facilitates the given reaction. (1) Reactant: ClC1C=C(C=C(Cl)C=1N1C=C2C=NC=C(Cl)C2=N1)C#N.[N:21]([C:24]1[C:29]([Br:30])=[CH:28][N:27]=[CH:26][C:25]=1/[CH:31]=[N:32]/[C:33]1[C:38]([Cl:39])=[CH:37][CH:36]=[CH:35][C:34]=1[Cl:40])=[N+]=[N-]. Product: [Br:30][C:29]1[C:24]2[C:25](=[CH:31][N:32]([C:33]3[C:38]([Cl:39])=[CH:37][CH:36]=[CH:35][C:34]=3[Cl:40])[N:21]=2)[CH:26]=[N:27][CH:28]=1. The catalyst class is: 11. (2) Reactant: [F:1][CH:2]([F:37])[C:3]1[CH:8]=[CH:7][C:6]([C:9]2[O:10][C:11]3[CH:21]=[C:20]([N:22]([CH3:27])[S:23]([CH3:26])(=[O:25])=[O:24])[C:19](B4OC(C)(C)C(C)(C)O4)=[CH:18][C:12]=3[C:13]=2[C:14]([NH:16][CH3:17])=[O:15])=[CH:5][CH:4]=1.Cl[C:39]1[CH:40]=[CH:41][C:42]2[O:55][CH2:54][N:45]3[C:46]4[CH:47]=[CH:48][CH:49]=[C:50]([F:53])[C:51]=4[CH:52]=[C:44]3[C:43]=2[N:56]=1.C([O-])([O-])=O.[Na+].[Na+].CC(C1C=C(C(C)C)C(C2C=CC=CC=2P(C2CCCCC2)C2CCCCC2)=C(C(C)C)C=1)C. Product: [F:1][CH:2]([F:37])[C:3]1[CH:8]=[CH:7][C:6]([C:9]2[O:10][C:11]3[CH:21]=[C:20]([N:22]([CH3:27])[S:23]([CH3:26])(=[O:25])=[O:24])[C:19]([C:39]4[CH:40]=[CH:41][C:42]5[O:55][CH2:54][N:45]6[C:46]7[CH:47]=[CH:48][CH:49]=[C:50]([F:53])[C:51]=7[CH:52]=[C:44]6[C:43]=5[N:56]=4)=[CH:18][C:12]=3[C:13]=2[C:14]([NH:16][CH3:17])=[O:15])=[CH:5][CH:4]=1. The catalyst class is: 488. (3) Reactant: [CH3:1][C:2]1[CH:3]=[C:4]([CH3:19])[N:5]=[C:6]([NH:8][S:9]([C:12]2[CH:13]=[CH:14][C:15]([NH2:18])=[CH:16][CH:17]=2)(=[O:11])=[O:10])[N:7]=1.[C:20]1([CH:26]([C:28]2[CH:33]=[CH:32][CH:31]=[CH:30][CH:29]=2)Cl)[CH:25]=[CH:24][CH:23]=[CH:22][CH:21]=1. Product: [CH:26]([NH:18][C:15]1[CH:16]=[CH:17][C:12]([S:9]([NH:8][C:6]2[N:5]=[C:4]([CH3:19])[CH:3]=[C:2]([CH3:1])[N:7]=2)(=[O:11])=[O:10])=[CH:13][CH:14]=1)([C:20]1[CH:25]=[CH:24][CH:23]=[CH:22][CH:21]=1)[C:28]1[CH:33]=[CH:32][CH:31]=[CH:30][CH:29]=1. The catalyst class is: 17. (4) Reactant: [CH3:1][N:2]([CH3:17])[C:3](=O)[CH2:4][O:5][C:6]1[CH:15]=[CH:14][C:9]([C:10](OC)=[O:11])=[CH:8][CH:7]=1.[H-].[H-].[H-].[H-].[Li+].[Al+3].S([O-])([O-])(=O)=O.[Na+].[Na+].[H][H]. Product: [CH3:1][N:2]([CH3:17])[CH2:3][CH2:4][O:5][C:6]1[CH:7]=[CH:8][C:9]([CH2:10][OH:11])=[CH:14][CH:15]=1. The catalyst class is: 165. (5) Reactant: [CH3:1][S:2][C:3]1[CH:8]=[CH:7][C:6]([C:9](=[O:12])[CH2:10][CH3:11])=[CH:5][CH:4]=1.C[Si]([NH-])(C)C.C[Si]([NH-])(C)C.[Na+].[Na+].[F:25][C:26]([F:35])([F:34])[C:27](N1C=CN=C1)=[O:28]. Product: [F:35][C:26]([F:25])([F:34])[C:27](=[O:28])[CH:10]([CH3:11])[C:9]([C:6]1[CH:7]=[CH:8][C:3]([S:2][CH3:1])=[CH:4][CH:5]=1)=[O:12]. The catalyst class is: 7. (6) Reactant: [Cl:1][C:2]1[CH:3]=[C:4]([C:12]2[S:13][C:14]([C:17]3[CH:22]=[CH:21][N:20]=[C:19]4[N:23]([CH2:26][CH2:27][CH2:28][C:29]([O:31]CC)=[O:30])[CH:24]=[CH:25][C:18]=34)=[CH:15][N:16]=2)[CH:5]=[CH:6][C:7]=1[O:8][CH:9]([CH3:11])[CH3:10].[OH-].[Na+].Cl. Product: [Cl:1][C:2]1[CH:3]=[C:4]([C:12]2[S:13][C:14]([C:17]3[CH:22]=[CH:21][N:20]=[C:19]4[N:23]([CH2:26][CH2:27][CH2:28][C:29]([OH:31])=[O:30])[CH:24]=[CH:25][C:18]=34)=[CH:15][N:16]=2)[CH:5]=[CH:6][C:7]=1[O:8][CH:9]([CH3:11])[CH3:10]. The catalyst class is: 3. (7) Reactant: [Br:1][C:2]1[CH:7]=[CH:6][C:5]([CH2:8][CH:9]=[O:10])=[CH:4][CH:3]=1.[CH2:11](O)[CH2:12][CH2:13][OH:14].O.C1(C)C=CC(S(O)(=O)=O)=CC=1. Product: [Br:1][C:2]1[CH:7]=[CH:6][C:5]([CH2:8][CH:9]2[O:14][CH2:13][CH2:12][CH2:11][O:10]2)=[CH:4][CH:3]=1. The catalyst class is: 48. (8) Reactant: [CH3:1][CH2:2][C@@H:3]([C@@H:5]1[NH:34][C:32](=[O:33])[CH2:31][NH:30][C:28](=[O:29])[C@H:27]2[NH:35][C:36]([C@H:38]([C@H:58]([C@@H:60]([OH:63])[CH2:61][OH:62])[CH3:59])[NH:39][C:40]([C@H:42]3[N:46]([C:47]([C@H:49]([CH2:53][C:54]([NH2:56])=[O:55])[NH:50][C:51](=[O:52])[C@@H:13]([CH2:14][S+:15]([O-:64])[C:16]4[NH:24][C:23]5[CH:22]=[C:21]([OH:25])[CH:20]=[CH:19][C:18]=5[C:17]=4[CH2:26]2)[NH:12][C:10](=[O:11])[CH2:9][NH:8][C:6]1=[O:7])=[O:48])[CH2:45][C@H:44]([OH:57])[CH2:43]3)=[O:41])=[O:37])[CH3:4].[C:65]([O-:73])(=[O:72])[CH2:66][CH2:67][CH2:68][C:69]([O-:71])=[O:70].[OH:74][N:75]1[C:79](=[O:80])[CH2:78][CH2:77][C:76]1=[O:81].C1([N:88]=C=NC2CCCCC2)CCCCC1. Product: [CH3:1][CH2:2][C@@H:3]([C@@H:5]1[NH:34][C:32](=[O:33])[CH2:31][NH:30][C:28](=[O:29])[C@H:27]2[NH:35][C:36]([C@H:38]([C@H:58]([C@@H:60]([OH:63])[CH2:61][OH:62])[CH3:59])[NH:39][C:40]([C@H:42]3[N:46]([C:47]([C@H:49]([CH2:53][C:54]([NH2:56])=[O:55])[NH:50][C:51](=[O:52])[C@@H:13]([CH2:14][S+:15]([O-:64])[C:16]4[NH:24][C:23]5[CH:22]=[C:21]([OH:25])[CH:20]=[CH:19][C:18]=5[C:17]=4[CH2:26]2)[NH:12][C:10](=[O:11])[CH2:9][NH:8][C:6]1=[O:7])=[O:48])[CH2:45][C@H:44]([OH:57])[CH2:43]3)=[O:41])=[O:37])[CH3:4].[OH:74][N:75]=[C:76]([OH:81])[CH2:77][CH2:78][C:79](=[NH:88])[OH:80].[C:65]([OH:73])(=[O:72])[CH2:66][CH2:67][CH2:68][C:69]([OH:71])=[O:70]. The catalyst class is: 9. (9) The catalyst class is: 46. Product: [Cl:1][C:2]1[CH:7]=[C:6]([F:8])[CH:5]=[CH:4][C:3]=1[C:9]([C:11]1[C:12]([CH3:34])=[N:13][N:14]([CH3:33])[C:15]=1[C:16]1[C:17]([F:32])=[CH:18][C:19]([OH:45])=[CH:20][C:21]=1[F:22])=[O:10]. Reactant: [Cl:1][C:2]1[CH:7]=[C:6]([F:8])[CH:5]=[CH:4][C:3]=1[C:9]([C:11]1[C:12]([CH3:34])=[N:13][N:14]([CH3:33])[C:15]=1[C:16]1[C:21]([F:22])=[CH:20][C:19](B2OC(C)(C)C(C)(C)O2)=[CH:18][C:17]=1[F:32])=[O:10].C[N+]([O-:45])(C)C1C=CC(C)=CC=1. (10) Reactant: [CH:1](=O)[CH2:2][CH2:3][CH3:4].[CH2:6]([NH2:13])[C:7]1[CH:12]=[CH:11][CH:10]=[CH:9][CH:8]=1. Product: [CH:1](=[N:13][CH2:6][C:7]1[CH:12]=[CH:11][CH:10]=[CH:9][CH:8]=1)[CH2:2][CH2:3][CH3:4]. The catalyst class is: 11.